Dataset: Peptide-MHC class II binding affinity with 134,281 pairs from IEDB. Task: Regression. Given a peptide amino acid sequence and an MHC pseudo amino acid sequence, predict their binding affinity value. This is MHC class II binding data. (1) The peptide sequence is EVDISVVVQDPKNVY. The MHC is HLA-DQA10501-DQB10303 with pseudo-sequence HLA-DQA10501-DQB10303. The binding affinity (normalized) is 0.327. (2) The peptide sequence is AAFHSRFVQALTTAA. The MHC is DRB4_0101 with pseudo-sequence DRB4_0103. The binding affinity (normalized) is 0.209. (3) The peptide sequence is ESEFQAALSRKVAKL. The MHC is DRB1_1501 with pseudo-sequence DRB1_1501. The binding affinity (normalized) is 0.683.